Dataset: Full USPTO retrosynthesis dataset with 1.9M reactions from patents (1976-2016). Task: Predict the reactants needed to synthesize the given product. (1) The reactants are: [CH2:1]([O:3][C:4](=[O:18])[CH:5]=[CH:6][C:7]1[C:8](Cl)=[N:9][C:10]([C:13]([F:16])([F:15])[F:14])=[CH:11][CH:12]=1)[CH3:2].[CH3:19][O:20][C:21]1[CH:22]=[C:23](B(O)O)[CH:24]=[CH:25][CH:26]=1. Given the product [CH2:1]([O:3][C:4](=[O:18])[CH:5]=[CH:6][C:7]1[C:8]([C:25]2[CH:24]=[CH:23][CH:22]=[C:21]([O:20][CH3:19])[CH:26]=2)=[N:9][C:10]([C:13]([F:16])([F:15])[F:14])=[CH:11][CH:12]=1)[CH3:2], predict the reactants needed to synthesize it. (2) Given the product [OH:43][CH2:42][C:30]1[CH:31]=[C:32]([NH:34][CH:35]([C:36]2[CH:37]=[N:38][CH:39]=[CH:40][CH:41]=2)[C:8]([C:10]2[C:18]3[C:13](=[CH:14][CH:15]=[CH:16][CH:17]=3)[NH:12][CH:11]=2)=[O:9])[CH:33]=[C:28]([O:27][CH3:26])[CH:29]=1, predict the reactants needed to synthesize it. The reactants are: C(N(CC)CC)C.[CH:8]([C:10]1[C:18]2[C:13](=[CH:14][CH:15]=[CH:16][CH:17]=2)[N:12](C(OC(C)(C)C)=O)[CH:11]=1)=[O:9].[CH3:26][O:27][C:28]1[CH:29]=[C:30]([CH2:42][OH:43])[CH:31]=[C:32]([N:34]=[CH:35][C:36]2[CH:37]=[N:38][CH:39]=[CH:40][CH:41]=2)[CH:33]=1. (3) Given the product [CH3:14][N:15]([CH2:16][CH2:17][CH2:18][CH2:19][CH2:20][CH2:21][CH2:22][CH2:23][CH2:24][CH2:25][CH2:26][CH2:27][CH2:28][CH3:29])[C:4]([CH:5]([CH2:11][CH3:12])[C:6]([O:8][CH2:9][CH3:10])=[O:7])=[O:13], predict the reactants needed to synthesize it. The reactants are: C(O[C:4](=[O:13])[CH:5]([CH2:11][CH3:12])[C:6]([O:8][CH2:9][CH3:10])=[O:7])C.[CH3:14][NH:15][CH2:16][CH2:17][CH2:18][CH2:19][CH2:20][CH2:21][CH2:22][CH2:23][CH2:24][CH2:25][CH2:26][CH2:27][CH2:28][CH3:29]. (4) Given the product [CH3:21][N:18]1[C:19]([CH3:20])=[C:15]([CH2:14][N:11]2[CH2:12][CH2:13][N:8]([C:3]3[C:2]([C:34]4[CH:35]=[CH:36][C:31]([C:28](=[O:30])[CH3:29])=[CH:32][CH:33]=4)=[N:7][CH:6]=[CH:5][N:4]=3)[CH2:9][CH2:10]2)[CH:16]=[N:17]1, predict the reactants needed to synthesize it. The reactants are: Cl[C:2]1[C:3]([N:8]2[CH2:13][CH2:12][N:11]([CH2:14][C:15]3[CH:16]=[N:17][N:18]([CH3:21])[C:19]=3[CH3:20])[CH2:10][CH2:9]2)=[N:4][CH:5]=[CH:6][N:7]=1.C(=O)([O-])[O-].[K+].[K+].[C:28]([C:31]1[CH:36]=[CH:35][C:34](B(O)O)=[CH:33][CH:32]=1)(=[O:30])[CH3:29].O. (5) Given the product [CH3:1][C@H:2]([C:3]1[C:8]2[C:7](=[CH:12][CH:11]=[CH:10][CH:9]=2)[CH:6]=[CH:5][CH:4]=1)[NH+:13]([O-:35])[CH2:14][CH2:15][CH2:16][C:17]1[CH:18]=[CH:19][CH:20]=[C:21]([C:23]([F:24])([F:25])[F:26])[CH:22]=1, predict the reactants needed to synthesize it. The reactants are: [CH3:1][C@@H:2]([NH:13][CH2:14][CH2:15][CH2:16][C:17]1[CH:18]=[CH:19][CH:20]=[C:21]([C:23]([F:26])([F:25])[F:24])[CH:22]=1)[C:3]1[CH:4]=[CH:5][CH:6]=[C:7]2[CH:12]=[CH:11][CH:10]=[CH:9][C:8]=12.ClC1C=CC=C(C(OO)=[O:35])C=1.C(=O)(O)[O-].[Na+].